From a dataset of NCI-60 drug combinations with 297,098 pairs across 59 cell lines. Regression. Given two drug SMILES strings and cell line genomic features, predict the synergy score measuring deviation from expected non-interaction effect. (1) Drug 1: CCCCCOC(=O)NC1=NC(=O)N(C=C1F)C2C(C(C(O2)C)O)O. Drug 2: CC12CCC3C(C1CCC2OP(=O)(O)O)CCC4=C3C=CC(=C4)OC(=O)N(CCCl)CCCl.[Na+]. Cell line: SK-MEL-28. Synergy scores: CSS=24.1, Synergy_ZIP=-5.63, Synergy_Bliss=-0.940, Synergy_Loewe=-2.26, Synergy_HSA=-3.15. (2) Drug 1: C#CCC(CC1=CN=C2C(=N1)C(=NC(=N2)N)N)C3=CC=C(C=C3)C(=O)NC(CCC(=O)O)C(=O)O. Drug 2: COCCOC1=C(C=C2C(=C1)C(=NC=N2)NC3=CC=CC(=C3)C#C)OCCOC.Cl. Cell line: ACHN. Synergy scores: CSS=17.2, Synergy_ZIP=-5.17, Synergy_Bliss=-3.01, Synergy_Loewe=-1.44, Synergy_HSA=-1.43.